This data is from Forward reaction prediction with 1.9M reactions from USPTO patents (1976-2016). The task is: Predict the product of the given reaction. (1) The product is: [C:22]([O:21][C:19]([N:16]1[CH2:15][CH2:14][N:13]([CH2:12][C:3]2[C:4]3[O:8]/[C:7](=[CH:26]\[C:28]4[C:36]5[C:31](=[CH:32][C:33]([C:37]([O:39][CH3:40])=[O:38])=[CH:34][CH:35]=5)[NH:30][CH:29]=4)/[C:6](=[O:9])[C:5]=3[CH:10]=[CH:11][C:2]=2[OH:1])[CH2:18][CH2:17]1)=[O:20])([CH3:25])([CH3:24])[CH3:23]. Given the reactants [OH:1][C:2]1[CH:11]=[CH:10][C:5]2[C:6](=[O:9])[CH2:7][O:8][C:4]=2[C:3]=1[CH2:12][N:13]1[CH2:18][CH2:17][N:16]([C:19]([O:21][C:22]([CH3:25])([CH3:24])[CH3:23])=[O:20])[CH2:15][CH2:14]1.[CH:26]([C:28]1[C:36]2[C:31](=[CH:32][C:33]([C:37]([O:39][CH3:40])=[O:38])=[CH:34][CH:35]=2)[NH:30][CH:29]=1)=O, predict the reaction product. (2) Given the reactants [F:1][C:2]1[C:3]([O:33][CH3:34])=[N:4][C:5]([N:9]2[CH2:17][C@@H:16]3[C@@:11]([C:27]4[CH:32]=[CH:31][CH:30]=[CH:29][CH:28]=4)([N:12]=[C:13]([NH:18]C(=O)C4C=CC=CC=4)[S:14][CH2:15]3)[CH2:10]2)=[N:6][C:7]=1[CH3:8].N1C=CC=CC=1.[ClH:41].CON, predict the reaction product. The product is: [CH:7]([NH2:6])([CH3:8])[CH3:2].[ClH:41].[F:1][C:2]1[C:3]([O:33][CH3:34])=[N:4][C:5]([N:9]2[CH2:17][C@@H:16]3[C@@:11]([C:27]4[CH:32]=[CH:31][CH:30]=[CH:29][CH:28]=4)([N:12]=[C:13]([NH2:18])[S:14][CH2:15]3)[CH2:10]2)=[N:6][C:7]=1[CH3:8].